From a dataset of Forward reaction prediction with 1.9M reactions from USPTO patents (1976-2016). Predict the product of the given reaction. Given the reactants Br[C:2]1[CH:3]=[C:4]([NH2:11])[CH:5]=[C:6]([N+:8]([O-:10])=[O:9])[CH:7]=1.[O:12]1[CH:16]=[CH:15][CH:14]=[C:13]1B(O)O.C(=O)([O-])[O-].[K+].[K+].Cl, predict the reaction product. The product is: [O:12]1[CH:16]=[CH:15][CH:14]=[C:13]1[C:2]1[CH:3]=[C:4]([NH2:11])[CH:5]=[C:6]([N+:8]([O-:10])=[O:9])[CH:7]=1.